Dataset: Catalyst prediction with 721,799 reactions and 888 catalyst types from USPTO. Task: Predict which catalyst facilitates the given reaction. (1) Reactant: [OH:1][C:2]1[C:3]([F:10])=[C:4]([Br:9])[CH:5]=[CH:6][C:7]=1[F:8].[C:11](=O)([O-])[O-].[K+].[K+].CI. Product: [CH3:11][O:1][C:2]1[C:3]([F:10])=[C:4]([Br:9])[CH:5]=[CH:6][C:7]=1[F:8]. The catalyst class is: 21. (2) Reactant: [Cl:1][C:2]1[CH:7]=[CH:6][C:5]([NH:8][C:9]([NH:11][C:12]2[CH:17]=[CH:16][CH:15]=[C:14]([C:18]3[CH:23]=[CH:22][CH:21]=[C:20]([N:24]4[CH2:28][CH2:27][CH2:26][CH2:25]4)[N:19]=3)[CH:13]=2)=[O:10])=[C:4]([C:29]#[C:30][CH2:31][CH2:32][OH:33])[CH:3]=1.ClC1C=CC(NC(NC2C=CC=C(C3C=CC=C(N4CCCC4)N=3)C=2)=O)=C(CCCCOC2CCCCO2)C=1.O.C1(C)C=CC(S(O)(=O)=O)=CC=1. Product: [Cl:1][C:2]1[CH:7]=[CH:6][C:5]([NH:8][C:9]([NH:11][C:12]2[CH:17]=[CH:16][CH:15]=[C:14]([C:18]3[CH:23]=[CH:22][CH:21]=[C:20]([N:24]4[CH2:28][CH2:27][CH2:26][CH2:25]4)[N:19]=3)[CH:13]=2)=[O:10])=[C:4]([CH2:29][CH2:30][CH2:31][CH2:32][OH:33])[CH:3]=1. The catalyst class is: 5. (3) Reactant: [C:1]([O:5][C:6]([N:8]1[CH2:13][CH2:12][CH:11]([C:14]2[S:15][CH2:16][CH:17]([C:19]([O:21][CH2:22][CH3:23])=[O:20])[N:18]=2)[CH2:10][CH2:9]1)=[O:7])([CH3:4])([CH3:3])[CH3:2]. Product: [C:1]([O:5][C:6]([N:8]1[CH2:9][CH2:10][CH:11]([C:14]2[S:15][CH:16]=[C:17]([C:19]([O:21][CH2:22][CH3:23])=[O:20])[N:18]=2)[CH2:12][CH2:13]1)=[O:7])([CH3:4])([CH3:3])[CH3:2]. The catalyst class is: 784. (4) Reactant: S(Cl)(Cl)=O.S1C=CC=C1CC(O)=O.S1C=CC=C1CC(Cl)=O.[CH3:23][O:24][C:25]1[CH:26]=[C:27]2[C:32](=[CH:33][C:34]=1[O:35][CH3:36])[N:31]=[CH:30][CH:29]=[C:28]2[O:37][C:38]1[CH:44]=[CH:43][C:41]([NH2:42])=[CH:40][CH:39]=1.[S:45]1[CH:49]=[CH:48][CH:47]=[C:46]1[CH2:50][C:51]([N:53]=[C:54]=[S:55])=[O:52]. Product: [CH3:23][O:24][C:25]1[CH:26]=[C:27]2[C:32](=[CH:33][C:34]=1[O:35][CH3:36])[N:31]=[CH:30][CH:29]=[C:28]2[O:37][C:38]1[CH:44]=[CH:43][C:41]([NH:42][C:54]([NH:53][C:51](=[O:52])[CH2:50][C:46]2[S:45][CH:49]=[CH:48][CH:47]=2)=[S:55])=[CH:40][CH:39]=1. The catalyst class is: 234.